This data is from Forward reaction prediction with 1.9M reactions from USPTO patents (1976-2016). The task is: Predict the product of the given reaction. (1) Given the reactants [C:1](/[N:3]=[C:4](\SC)/[N:5]([CH2:14][C:15]#[N:16])[C:6]1[CH:11]=[C:10]([Cl:12])[CH:9]=[C:8]([Cl:13])[CH:7]=1)#[N:2].[NH2:19][NH2:20], predict the reaction product. The product is: [NH2:2][C:1]1[NH:20][N:19]=[C:4]([N:5]([CH2:14][C:15]#[N:16])[C:6]2[CH:11]=[C:10]([Cl:12])[CH:9]=[C:8]([Cl:13])[CH:7]=2)[N:3]=1. (2) Given the reactants [Cl:1][C:2]1[CH:7]=[CH:6][C:5]([CH2:8][C:9]([OH:11])=[O:10])=[CH:4][C:3]=1[OH:12].[C:13](Cl)(=O)[CH3:14], predict the reaction product. The product is: [Cl:1][C:2]1[CH:7]=[CH:6][C:5]([CH2:8][C:9]([O:11][CH2:13][CH3:14])=[O:10])=[CH:4][C:3]=1[OH:12]. (3) Given the reactants [C:1]([C:5]1[CH:9]=[C:8]([NH:10][C:11]([O:13]C2C=CC=CC=2)=O)[N:7]([CH2:20][C:21]([O:23][CH2:24][CH3:25])=[O:22])[N:6]=1)([CH3:4])([CH3:3])[CH3:2].[CH3:26][O:27][C:28]1[CH:29]=[C:30]2[C:35](=[CH:36][C:37]=1[O:38][CH2:39][CH2:40][O:41][CH3:42])[N:34]=[CH:33][N:32]=[C:31]2[S:43][C:44]1[CH:45]=[C:46]([CH:48]=[CH:49][CH:50]=1)[NH2:47].C(N(CC)C(C)C)(C)C, predict the reaction product. The product is: [C:1]([C:5]1[CH:9]=[C:8]([NH:10][C:11]([NH:47][C:46]2[CH:48]=[CH:49][CH:50]=[C:44]([S:43][C:31]3[C:30]4[C:35](=[CH:36][C:37]([O:38][CH2:39][CH2:40][O:41][CH3:42])=[C:28]([O:27][CH3:26])[CH:29]=4)[N:34]=[CH:33][N:32]=3)[CH:45]=2)=[O:13])[N:7]([CH2:20][C:21]([O:23][CH2:24][CH3:25])=[O:22])[N:6]=1)([CH3:2])([CH3:3])[CH3:4]. (4) Given the reactants C1C(=O)N(OC(ON2C(=O)CCC2=O)=O)[C:3](=[O:4])C1.[CH2:19]([NH:22][C:23]1[CH:28]=[CH:27][N:26]=[C:25]([Cl:29])[C:24]=1[NH2:30])[CH:20]=[CH2:21], predict the reaction product. The product is: [CH2:19]([N:22]1[C:23]2[CH:28]=[CH:27][N:26]=[C:25]([Cl:29])[C:24]=2[NH:30][C:3]1=[O:4])[CH:20]=[CH2:21]. (5) Given the reactants C([O:5][N:6]=[C:7]([C:9]1[N:10]=[CH:11][C:12]([NH:15][C:16](=[O:34])[C@@H:17]([C:24]2[CH:29]=[CH:28][C:27]([S:30]([CH3:33])(=[O:32])=[O:31])=[CH:26][CH:25]=2)[CH2:18][CH:19]2[CH2:23][CH2:22][CH2:21][CH2:20]2)=[N:13][CH:14]=1)[CH3:8])(C)(C)C, predict the reaction product. The product is: [CH:19]1([CH2:18][C@H:17]([C:24]2[CH:29]=[CH:28][C:27]([S:30]([CH3:33])(=[O:31])=[O:32])=[CH:26][CH:25]=2)[C:16]([NH:15][C:12]2[CH:11]=[N:10][C:9]([C:7](=[N:6][OH:5])[CH3:8])=[CH:14][N:13]=2)=[O:34])[CH2:20][CH2:21][CH2:22][CH2:23]1. (6) Given the reactants C[O:2][C:3](=[O:21])[C:4]1[CH:9]=[CH:8][C:7]([NH:10][C:11]2[C:12]3[N:13]([N:18]=[CH:19][N:20]=3)[C:14]([Br:17])=[CH:15][N:16]=2)=[CH:6][CH:5]=1.O.[OH-].[Li+].CO, predict the reaction product. The product is: [Br:17][C:14]1[N:13]2[N:18]=[CH:19][N:20]=[C:12]2[C:11]([NH:10][C:7]2[CH:6]=[CH:5][C:4]([C:3]([OH:21])=[O:2])=[CH:9][CH:8]=2)=[N:16][CH:15]=1.